Dataset: Forward reaction prediction with 1.9M reactions from USPTO patents (1976-2016). Task: Predict the product of the given reaction. Given the reactants [Cl-].O[NH3+:3].[C:4](=[O:7])([O-])[OH:5].[Na+].CS(C)=O.[CH2:13]([C:15]1[N:16]=[C:17]([CH2:48][CH2:49][CH3:50])[N:18]([CH2:33][C:34]2[CH:39]=[CH:38][C:37]([C:40]3[C:41]([C:46]#[N:47])=[CH:42][CH:43]=[CH:44][CH:45]=3)=[CH:36][CH:35]=2)[C:19](=[O:32])[C:20]=1[C:21]1[CH:26]=[CH:25][C:24]([O:27][C:28]([F:31])([F:30])[F:29])=[CH:23][CH:22]=1)[CH3:14], predict the reaction product. The product is: [CH2:13]([C:15]1[N:16]=[C:17]([CH2:48][CH2:49][CH3:50])[N:18]([CH2:33][C:34]2[CH:39]=[CH:38][C:37]([C:40]3[CH:45]=[CH:44][CH:43]=[CH:42][C:41]=3[C:46]3[NH:3][C:4](=[O:7])[O:5][N:47]=3)=[CH:36][CH:35]=2)[C:19](=[O:32])[C:20]=1[C:21]1[CH:22]=[CH:23][C:24]([O:27][C:28]([F:30])([F:29])[F:31])=[CH:25][CH:26]=1)[CH3:14].